Dataset: Full USPTO retrosynthesis dataset with 1.9M reactions from patents (1976-2016). Task: Predict the reactants needed to synthesize the given product. (1) Given the product [F:11][C:8]1[CH:9]=[CH:10][C:5]([CH:3]([OH:4])[CH:2]([NH:1][C:35]([C:28]2[C:29]3[C:34](=[CH:33][CH:32]=[CH:31][CH:30]=3)[C:25]([F:24])=[CH:26][CH:27]=2)=[O:36])[CH2:12][C:13]2[CH:18]=[CH:17][C:16]([C:19]([F:22])([F:20])[F:21])=[C:15]([F:23])[CH:14]=2)=[CH:6][CH:7]=1, predict the reactants needed to synthesize it. The reactants are: [NH2:1][CH:2]([CH2:12][C:13]1[CH:18]=[CH:17][C:16]([C:19]([F:22])([F:21])[F:20])=[C:15]([F:23])[CH:14]=1)[CH:3]([C:5]1[CH:10]=[CH:9][C:8]([F:11])=[CH:7][CH:6]=1)[OH:4].[F:24][C:25]1[C:34]2[C:29](=[CH:30][CH:31]=[CH:32][CH:33]=2)[C:28]([C:35](O)=[O:36])=[CH:27][CH:26]=1.Cl.C(N=C=NCCCN(C)C)C.ON1C2C=CC=CC=2N=N1. (2) Given the product [C:1]([C:3]([C:11]1[S:12][C:13]([C:16]#[N:17])=[CH:14][CH:15]=1)([CH:8]([CH3:10])[CH3:9])[CH2:4][CH2:5][CH2:6][I:30])#[N:2], predict the reactants needed to synthesize it. The reactants are: [C:1]([C:3]([C:11]1[S:12][C:13]([C:16]#[N:17])=[CH:14][CH:15]=1)([CH:8]([CH3:10])[CH3:9])[CH2:4][CH2:5][CH2:6]O)#[N:2].C(N(CC)CC)C.S(Cl)(C)(=O)=O.[I-:30].[Na+]. (3) Given the product [CH2:34]([C:29]1([CH2:36][CH3:37])[C:28]2[CH:38]=[C:24](/[C:3](/[CH2:4][CH2:5][CH3:6])=[CH:2]/[CH:1]=[O:7])[CH:25]=[CH:26][C:27]=2[NH:32][C:31](=[O:33])[O:30]1)[CH3:35], predict the reactants needed to synthesize it. The reactants are: [CH:1](=[O:7])/[CH:2]=[CH:3]/[CH2:4][CH2:5][CH3:6].C1(CNCC2CCCCC2)CCCCC1.Br[C:24]1[CH:25]=[CH:26][C:27]2[NH:32][C:31](=[O:33])[O:30][C:29]([CH2:36][CH3:37])([CH2:34][CH3:35])[C:28]=2[CH:38]=1.C(P(C(C)(C)C)C(C)(C)C)(C)(C)C. (4) Given the product [NH2:1][C:2]1[S:3][C:4]2[CH:10]=[C:9]([CH:11]=[O:12])[CH:8]=[CH:7][C:5]=2[N:6]=1, predict the reactants needed to synthesize it. The reactants are: [NH2:1][C:2]1[S:3][C:4]2[CH:10]=[C:9]([CH2:11][OH:12])[CH:8]=[CH:7][C:5]=2[N:6]=1.